Dataset: NCI-60 drug combinations with 297,098 pairs across 59 cell lines. Task: Regression. Given two drug SMILES strings and cell line genomic features, predict the synergy score measuring deviation from expected non-interaction effect. (1) Drug 1: CCCCC(=O)OCC(=O)C1(CC(C2=C(C1)C(=C3C(=C2O)C(=O)C4=C(C3=O)C=CC=C4OC)O)OC5CC(C(C(O5)C)O)NC(=O)C(F)(F)F)O. Drug 2: CCN(CC)CCCC(C)NC1=C2C=C(C=CC2=NC3=C1C=CC(=C3)Cl)OC. Cell line: IGROV1. Synergy scores: CSS=13.3, Synergy_ZIP=-3.51, Synergy_Bliss=2.10, Synergy_Loewe=-1.63, Synergy_HSA=1.69. (2) Drug 1: COC1=CC(=CC(=C1O)OC)C2C3C(COC3=O)C(C4=CC5=C(C=C24)OCO5)OC6C(C(C7C(O6)COC(O7)C8=CC=CS8)O)O. Drug 2: CC(C)(C#N)C1=CC(=CC(=C1)CN2C=NC=N2)C(C)(C)C#N. Cell line: SK-MEL-28. Synergy scores: CSS=13.0, Synergy_ZIP=-3.00, Synergy_Bliss=-0.674, Synergy_Loewe=-9.83, Synergy_HSA=-0.782. (3) Drug 1: CCC1=CC2CC(C3=C(CN(C2)C1)C4=CC=CC=C4N3)(C5=C(C=C6C(=C5)C78CCN9C7C(C=CC9)(C(C(C8N6C)(C(=O)OC)O)OC(=O)C)CC)OC)C(=O)OC.C(C(C(=O)O)O)(C(=O)O)O. Drug 2: C1CCC(C(C1)N)N.C(=O)(C(=O)[O-])[O-].[Pt+4]. Cell line: NCI-H460. Synergy scores: CSS=62.0, Synergy_ZIP=-0.919, Synergy_Bliss=0.765, Synergy_Loewe=1.80, Synergy_HSA=1.34.